Dataset: Full USPTO retrosynthesis dataset with 1.9M reactions from patents (1976-2016). Task: Predict the reactants needed to synthesize the given product. (1) Given the product [Cl:35][C:18]1[C:19]([CH2:21][O:22][C:23]2[CH:24]=[C:25]3[C:26]([CH2:27][CH2:28][C:29]([CH3:32])([CH3:31])[O:30]3)=[CH:33][CH:34]=2)=[CH:20][C:15]2[O:14][N:13]=[C:12]([NH2:8])[C:16]=2[CH:17]=1, predict the reactants needed to synthesize it. The reactants are: C(OC([N:8]([C:12]1[C:16]2[CH:17]=[C:18]([Cl:35])[C:19]([CH2:21][O:22][C:23]3[CH:34]=[CH:33][C:26]4[CH2:27][CH2:28][C:29]([CH3:32])([CH3:31])[O:30][C:25]=4[CH:24]=3)=[CH:20][C:15]=2[O:14][N:13]=1)C(=O)[O-])=O)(C)(C)C.FC(F)(F)C(O)=O.C([O-])([O-])=O.[Na+].[Na+]. (2) Given the product [Br-:25].[Cl:36][C:32]1[N:31]=[C:30]([NH:29][C:27](=[O:28])[CH2:26][N+:13]23[CH2:14][CH2:15][CH:16]([CH2:17][CH2:18]2)[C@@H:11]([O:10][C:8](=[O:9])[C:7]([N:1]2[CH2:2][CH2:3][CH2:4][CH2:5][CH2:6]2)([C:20]2[S:21][CH:22]=[CH:23][CH:24]=2)[CH3:19])[CH2:12]3)[CH:35]=[N:34][CH:33]=1, predict the reactants needed to synthesize it. The reactants are: [N:1]1([C:7]([C:20]2[S:21][CH:22]=[CH:23][CH:24]=2)([CH3:19])[C:8]([O:10][C@@H:11]2[CH:16]3[CH2:17][CH2:18][N:13]([CH2:14][CH2:15]3)[CH2:12]2)=[O:9])[CH2:6][CH2:5][CH2:4][CH2:3][CH2:2]1.[Br:25][CH2:26][C:27]([NH:29][C:30]1[CH:35]=[N:34][CH:33]=[C:32]([Cl:36])[N:31]=1)=[O:28].